This data is from Forward reaction prediction with 1.9M reactions from USPTO patents (1976-2016). The task is: Predict the product of the given reaction. (1) The product is: [CH:1]1([C:7]([CH2:10][O:11][CH:12]2[CH2:13][CH2:14][CH2:15][CH2:16][CH2:17][CH2:18][CH2:19][CH2:20][CH2:21][CH2:22][CH2:23]2)([CH2:8][O:9][CH3:31])[CH2:24][O:25][CH3:26])[CH2:2][CH2:3][CH2:4][CH2:5][CH2:6]1. Given the reactants [CH:1]1([C:7]([CH2:24][O:25][CH3:26])([CH2:10][O:11][CH:12]2[CH2:23][CH2:22][CH2:21][CH2:20][CH2:19][CH2:18][CH2:17][CH2:16][CH2:15][CH2:14][CH2:13]2)[CH2:8][OH:9])[CH2:6][CH2:5][CH2:4][CH2:3][CH2:2]1.[H-].[Na+].CI.[CH3:31]CCCCC.C(OCC)(=O)C, predict the reaction product. (2) Given the reactants [CH3:1][O:2][C:3]1[C:4](=[O:29])[C:5]([CH3:28])=[C:6]([CH2:12][C:13]2[CH:21]=[CH:20][C:16]([C:17](O)=[O:18])=[C:15]([C:22]3[CH:27]=[CH:26][CH:25]=[CH:24][CH:23]=3)[CH:14]=2)[C:7](=[O:11])[C:8]=1[O:9][CH3:10].[NH:30]1[CH2:35][CH2:34][O:33][CH2:32][CH2:31]1.CCN=C=NCCCN(C)C.Cl, predict the reaction product. The product is: [CH3:1][O:2][C:3]1[C:4](=[O:29])[C:5]([CH3:28])=[C:6]([CH2:12][C:13]2[CH:21]=[CH:20][C:16]([C:17]([N:30]3[CH2:35][CH2:34][O:33][CH2:32][CH2:31]3)=[O:18])=[C:15]([C:22]3[CH:23]=[CH:24][CH:25]=[CH:26][CH:27]=3)[CH:14]=2)[C:7](=[O:11])[C:8]=1[O:9][CH3:10].